The task is: Predict which catalyst facilitates the given reaction.. This data is from Catalyst prediction with 721,799 reactions and 888 catalyst types from USPTO. (1) Reactant: [OH:1][C:2]1[C:7]2[CH:8]=[C:9]([CH3:11])[O:10][C:6]=2[CH:5]=[C:4]([C:12]([O:14][CH2:15][CH3:16])=[O:13])[CH:3]=1.[CH:17]([N:30]1[CH2:33][CH:32](OS(C)(=O)=O)[CH2:31]1)([C:24]1[CH:29]=[CH:28][CH:27]=[CH:26][CH:25]=1)[C:18]1[CH:23]=[CH:22][CH:21]=[CH:20][CH:19]=1.C([O-])([O-])=O.[Cs+].[Cs+]. Product: [C:18]1([CH:17]([C:24]2[CH:29]=[CH:28][CH:27]=[CH:26][CH:25]=2)[N:30]2[CH2:33][CH:32]([O:1][C:2]3[C:7]4[CH:8]=[C:9]([CH3:11])[O:10][C:6]=4[CH:5]=[C:4]([C:12]([O:14][CH2:15][CH3:16])=[O:13])[CH:3]=3)[CH2:31]2)[CH:19]=[CH:20][CH:21]=[CH:22][CH:23]=1. The catalyst class is: 31. (2) Reactant: O[C:2]1[C:11]([NH:12][C:13](=[O:21])[C:14]2[CH:19]=[CH:18][CH:17]=[C:16]([CH3:20])[CH:15]=2)=[CH:10][CH:9]=[CH:8][C:3]=1[C:4]([O:6][CH3:7])=[O:5].CC1C=CC(S(O)(=O)=O)=CC=1. Product: [C:16]1([CH3:20])[CH:17]=[CH:18][CH:19]=[C:14]([C:13]2[O:21][C:2]3[C:3]([C:4]([O:6][CH3:7])=[O:5])=[CH:8][CH:9]=[CH:10][C:11]=3[N:12]=2)[CH:15]=1. The catalyst class is: 11. (3) Reactant: [CH:1]1([CH:7]([NH:27][C:28]2[CH:33]=[CH:32][C:31]([C:34]([N:36](C)[CH2:37][CH2:38][C:39]([O:41]CC)=[O:40])=[O:35])=[CH:30][CH:29]=2)[C:8]2[O:9][C:10]3[CH:17]=[CH:16][C:15]([O:18][CH2:19][C:20]4[CH:25]=[CH:24][N:23]=[C:22]([F:26])[CH:21]=4)=[CH:14][C:11]=3[C:12]=2[CH3:13])[CH2:6][CH2:5][CH2:4][CH2:3][CH2:2]1.[OH-].[Na+]. Product: [CH:1]1([CH:7]([NH:27][C:28]2[CH:33]=[CH:32][C:31]([C:34]([NH:36][CH2:37][CH2:38][C:39]([OH:41])=[O:40])=[O:35])=[CH:30][CH:29]=2)[C:8]2[O:9][C:10]3[CH:17]=[CH:16][C:15]([O:18][CH2:19][C:20]4[CH:25]=[CH:24][N:23]=[C:22]([F:26])[CH:21]=4)=[CH:14][C:11]=3[C:12]=2[CH3:13])[CH2:6][CH2:5][CH2:4][CH2:3][CH2:2]1. The catalyst class is: 8. (4) Reactant: Cl[C:2]1[C:11]2[CH2:10][CH2:9][CH2:8][CH2:7][C:6]=2[N:5]=[C:4]([O:12][CH2:13][C:14]2[CH:19]=[CH:18][CH:17]=[CH:16][N:15]=2)[CH:3]=1.[F:20][C:21]1[N:26]=[CH:25][C:24]([Sn](C)(C)C)=[CH:23][N:22]=1.[Li+].[Cl-].CN(C=O)C. Product: [F:20][C:21]1[N:26]=[CH:25][C:24]([C:2]2[C:11]3[CH2:10][CH2:9][CH2:8][CH2:7][C:6]=3[N:5]=[C:4]([O:12][CH2:13][C:14]3[CH:19]=[CH:18][CH:17]=[CH:16][N:15]=3)[CH:3]=2)=[CH:23][N:22]=1. The catalyst class is: 535.